From a dataset of Full USPTO retrosynthesis dataset with 1.9M reactions from patents (1976-2016). Predict the reactants needed to synthesize the given product. Given the product [Cl:1][C:2]1[N:7]=[CH:6][C:5]2[C:8]([I:17])=[N:9][NH:10][C:4]=2[CH:3]=1, predict the reactants needed to synthesize it. The reactants are: [Cl:1][C:2]1[N:7]=[CH:6][C:5]2[CH:8]=[N:9][NH:10][C:4]=2[CH:3]=1.C(=O)([O-])[O-].[K+].[K+].[I:17]I.